Dataset: hERG potassium channel inhibition data for cardiac toxicity prediction from Karim et al.. Task: Regression/Classification. Given a drug SMILES string, predict its toxicity properties. Task type varies by dataset: regression for continuous values (e.g., LD50, hERG inhibition percentage) or binary classification for toxic/non-toxic outcomes (e.g., AMES mutagenicity, cardiotoxicity, hepatotoxicity). Dataset: herg_karim. (1) The molecule is C(CN1CCN(c2ccccc2)CC1)=C1CCCc2c1cnn2-c1ccccc1. The result is 1 (blocker). (2) The compound is Cc1ccc(CC(=O)N2CCC(CCNc3ncccn3)CC2)cc1. The result is 1 (blocker). (3) The molecule is O=C(CNCC1(O)CCCCCC1)N1CCc2ccccc2C1C1CCCCC1. The result is 0 (non-blocker). (4) The compound is CC(CC(CS(=O)(=O)N1CCC(OCc2ccc(Cl)cc2Cl)CC1)N(O)C=O)c1ncc(F)cn1. The result is 1 (blocker).